This data is from Forward reaction prediction with 1.9M reactions from USPTO patents (1976-2016). The task is: Predict the product of the given reaction. (1) The product is: [NH2:16][CH2:15][CH2:14][C@H:13]([OH:17])[CH2:12][N:3]1[C:4](=[O:11])[C:5]2[C:10](=[CH:9][CH:8]=[CH:7][CH:6]=2)[C:2]1=[O:1]. Given the reactants [O:1]=[C:2]1[C:10]2[C:5](=[CH:6][CH:7]=[CH:8][CH:9]=2)[C:4](=[O:11])[N:3]1[CH2:12][C@@H:13]([OH:17])[CH2:14][C:15]#[N:16].Cl, predict the reaction product. (2) Given the reactants [CH2:1]([Si:3]([CH2:8][C:9]1(Br)[CH2:11][C:10]1(Br)Br)([CH2:6][CH3:7])[CH2:4][CH3:5])[CH3:2].C[Li], predict the reaction product. The product is: [CH2:4]([Si:3]([CH2:8][C:9]1[CH2:11][CH:10]=1)([CH2:1][CH3:2])[CH2:6][CH3:7])[CH3:5]. (3) Given the reactants Cl.[NH:2]1[C:7]2[N:8]=[CH:9][CH:10]=[CH:11][C:6]=2[C:5]2([CH2:16][CH2:15][NH:14][CH2:13][CH2:12]2)[O:4][C:3]1=[O:17].Cl[C:19]1[CH:26]=[C:25]([O:27][C:28]2[CH:37]=[C:36]([CH3:38])[C:31]3[NH:32][C:33](=[O:35])[O:34][C:30]=3[CH:29]=2)[C:22]([C:23]#[N:24])=[CH:21][N:20]=1.CCN(C(C)C)C(C)C, predict the reaction product. The product is: [CH3:38][C:36]1[C:31]2[NH:32][C:33](=[O:35])[O:34][C:30]=2[CH:29]=[C:28]([O:27][C:25]2[C:22]([C:23]#[N:24])=[CH:21][N:20]=[C:19]([N:14]3[CH2:13][CH2:12][C:5]4([O:4][C:3](=[O:17])[NH:2][C:7]5[N:8]=[CH:9][CH:10]=[CH:11][C:6]4=5)[CH2:16][CH2:15]3)[CH:26]=2)[CH:37]=1. (4) Given the reactants [Br:1]Br.[F:3][C:4]1[CH:5]=[CH:6][C:7]2[C@@:13]3([CH3:19])[N:14]=[C:15]([NH2:18])[S:16][CH2:17][C@H:12]3[CH2:11][O:10][C:8]=2[CH:9]=1.[OH-].[Na+].O.C(=O)(O)[O-].[Na+], predict the reaction product. The product is: [Br:1][C:5]1[C:4]([F:3])=[CH:9][C:8]2[O:10][CH2:11][C@@H:12]3[CH2:17][S:16][C:15]([NH2:18])=[N:14][C@:13]3([CH3:19])[C:7]=2[CH:6]=1. (5) The product is: [OH:3][C:2]([CH2:4][CH2:5][CH2:6][CH2:7][C@H:8]1[C@@H:16]2[C@@H:11]([NH:12][C:13]([NH:15]2)=[O:14])[CH2:10][S:9]1)=[O:1].[CH:61]1[C:62]([C:63]([O:65][CH2:66][C@H:67]2[O:71][C@@H:70]([N:72]3[C:76]4[N:77]=[CH:78][N:79]=[C:80]([NH2:81])[C:75]=4[N:74]=[CH:73]3)[C@H:69]([OH:82])[C@@H:68]2[OH:83])=[O:64])=[CH:57][CH:58]=[C:59]([S:84]([F:87])(=[O:85])=[O:86])[CH:60]=1.[ClH:88]. Given the reactants [OH:1][C:2]([CH2:4][CH2:5][CH2:6][CH2:7][C@H:8]1[C@@H:16]2[C@@H:11]([NH:12][C:13]([NH:15]2)=[O:14])[CH2:10][S:9]1)=[O:3].C(N=C=NC(C)C)(C)C.FS(C1C=CC(C(C(O)[C@H]2O[C@@H](N3C4N=CN=C(N)C=4N=C3)[C@H](O)[C@@H]2O)=O)=CC=1)(=O)=O.[CH:57]1[C:62]([C:63]([O:65][CH2:66][C@H:67]2[O:71][C@@H:70]([N:72]3[C:76]4[N:77]=[CH:78][N:79]=[C:80]([NH2:81])[C:75]=4[N:74]=[CH:73]3)[C@H:69]([OH:82])[C@@H:68]2[OH:83])=[O:64])=[CH:61][CH:60]=[C:59]([S:84]([F:87])(=[O:86])=[O:85])[CH:58]=1.[ClH:88].C(N(C(C)C)CC)(C)C.FC(F)(F)C(O)=O, predict the reaction product. (6) Given the reactants Br[C:2]1[CH:3]=[C:4]([CH:27]=[CH:28][CH:29]=1)[C:5]([NH:7][C:8]1[C:17]2[C:12](=[CH:13][CH:14]=[CH:15][CH:16]=2)[C:11]([O:18][CH2:19][CH2:20][N:21]2[CH2:26][CH2:25][O:24][CH2:23][CH2:22]2)=[CH:10][CH:9]=1)=[O:6].[F:30][C:31]([F:42])([F:41])[C:32]1[CH:33]=[C:34](B(O)O)[CH:35]=[CH:36][CH:37]=1, predict the reaction product. The product is: [N:21]1([CH2:20][CH2:19][O:18][C:11]2[C:12]3[C:17](=[CH:16][CH:15]=[CH:14][CH:13]=3)[C:8]([NH:7][C:5]([C:4]3[CH:3]=[C:2]([C:36]4[CH:35]=[CH:34][CH:33]=[C:32]([C:31]([F:42])([F:41])[F:30])[CH:37]=4)[CH:29]=[CH:28][CH:27]=3)=[O:6])=[CH:9][CH:10]=2)[CH2:26][CH2:25][O:24][CH2:23][CH2:22]1. (7) The product is: [CH2:2]([O:4][C:5](=[O:17])[C@@H:6]([NH:7][C:33](=[O:34])[C:32]1[CH:36]=[C:37]([Cl:41])[C:38]([Cl:40])=[CH:39][C:31]=1[NH:30][S:27]([C:23]1[C:20]2=[N:21][S:22][N:18]=[C:19]2[CH:26]=[CH:25][CH:24]=1)(=[O:29])=[O:28])[CH2:8][C:9]1[CH:14]=[CH:13][C:12]([F:15])=[C:11]([Br:16])[CH:10]=1)[CH3:3]. Given the reactants Cl.[CH2:2]([O:4][C:5](=[O:17])[C@H:6]([CH2:8][C:9]1[CH:14]=[CH:13][C:12]([F:15])=[C:11]([Br:16])[CH:10]=1)[NH2:7])[CH3:3].[N:18]1[S:22][N:21]=[C:20]2[C:23]([S:27]([NH:30][C:31]3[CH:39]=[C:38]([Cl:40])[C:37]([Cl:41])=[CH:36][C:32]=3[C:33](O)=[O:34])(=[O:29])=[O:28])=[CH:24][CH:25]=[CH:26][C:19]=12, predict the reaction product. (8) Given the reactants [CH3:1][C:2]1[CH:7]=[C:6](O)[N:5]2[N:9]=[C:10]([CH:12]([CH3:14])[CH3:13])[N:11]=[C:4]2[N:3]=1.P(Cl)(Cl)([Cl:17])=O.C([O-])([O-])=O.[Na+].[Na+], predict the reaction product. The product is: [Cl:17][C:6]1[N:5]2[N:9]=[C:10]([CH:12]([CH3:14])[CH3:13])[N:11]=[C:4]2[N:3]=[C:2]([CH3:1])[CH:7]=1. (9) The product is: [Br:13][C:14]1[CH:15]=[C:11]2[C:7]([C:1]3[CH:2]=[CH:3][CH:4]=[CH:5][CH:6]=3)=[N:8][NH:9][C:10]2=[N:12][CH:17]=1. Given the reactants [C:1]1([C:7]2[CH:11]=[C:10]([NH2:12])[NH:9][N:8]=2)[CH:6]=[CH:5][CH:4]=[CH:3][CH:2]=1.[Br:13][CH:14]([CH:17]=O)[CH:15]=O, predict the reaction product.